From a dataset of Catalyst prediction with 721,799 reactions and 888 catalyst types from USPTO. Predict which catalyst facilitates the given reaction. (1) Reactant: C[O:2][C:3]([C:5]1[S:6][C:7]([C:27]2[CH:32]=[CH:31][CH:30]=[C:29]([F:33])[CH:28]=2)=[CH:8][C:9]=1[N:10]([C:14]([CH:16]1[CH2:21][CH2:20][CH:19]([CH3:22])[CH2:18][CH:17]1[O:23]C(=O)C)=[O:15])[CH:11]([CH3:13])[CH3:12])=[O:4].O[Li].O. Product: [F:33][C:29]1[CH:28]=[C:27]([C:7]2[S:6][C:5]([C:3]([OH:4])=[O:2])=[C:9]([N:10]([C:14]([CH:16]3[CH2:21][CH2:20][CH:19]([CH3:22])[CH2:18][CH:17]3[OH:23])=[O:15])[CH:11]([CH3:12])[CH3:13])[CH:8]=2)[CH:32]=[CH:31][CH:30]=1. The catalyst class is: 87. (2) Product: [CH3:6][S:7][CH:8]([CH3:12])[CH:9]=[CH:10][N:1]1[CH2:5][CH2:4][CH2:3][CH2:2]1. The catalyst class is: 11. Reactant: [NH:1]1[CH2:5][CH2:4][CH2:3][CH2:2]1.[CH3:6][S:7][CH:8]([CH3:12])[CH2:9][CH:10]=O. (3) Reactant: [F:1][C:2]1[CH:3]=[C:4]2[C:9](=[CH:10][CH:11]=1)[N:8]=[C:7]([NH:12][C@H:13]1[CH2:17][CH2:16][C@H:15]([NH:18]C(=O)OC(C)(C)C)[CH2:14]1)[CH:6]=[C:5]2[CH3:26].C(O)(C(F)(F)F)=O.[OH-].[Na+]. Product: [F:1][C:2]1[CH:3]=[C:4]2[C:9](=[CH:10][CH:11]=1)[N:8]=[C:7]([NH:12][C@H:13]1[CH2:17][CH2:16][C@H:15]([NH2:18])[CH2:14]1)[CH:6]=[C:5]2[CH3:26]. The catalyst class is: 2. (4) The catalyst class is: 4. Reactant: [OH:1][CH2:2][CH2:3][C:4]1[CH:21]=[CH:20][C:7]2[N:8]([CH2:17][O:18][CH3:19])[C:9](=[O:16])[C:10]3[CH:11]=[CH:12][CH:13]=[N:14][C:15]=3[C:6]=2[CH:5]=1.CC(OI1(OC(C)=O)(OC(C)=O)OC(=O)C2C=CC=CC1=2)=O.C(=O)(O)[O-].[Na+]. Product: [CH3:19][O:18][CH2:17][N:8]1[C:7]2[CH:20]=[CH:21][C:4]([CH2:3][CH:2]=[O:1])=[CH:5][C:6]=2[C:15]2[N:14]=[CH:13][CH:12]=[CH:11][C:10]=2[C:9]1=[O:16]. (5) Reactant: [C:1]([NH:8][C@@H:9]([C:11]([OH:13])=O)[CH3:10])([O:3][C:4]([CH3:7])([CH3:6])[CH3:5])=[O:2].Cl.[F:15][C:16]1([F:20])[CH2:19][NH:18][CH2:17]1.C1C=CC2N(O)N=NC=2C=1.C(Cl)CCl.C(N(CC)C(C)C)(C)C. Product: [C:4]([O:3][C:1](=[O:2])[NH:8][C@H:9]([CH3:10])[C:11]([N:18]1[CH2:19][C:16]([F:20])([F:15])[CH2:17]1)=[O:13])([CH3:5])([CH3:6])[CH3:7]. The catalyst class is: 3. (6) Reactant: [CH2:1]([O:8][C:9](=[O:32])[NH:10][C@@H:11]1[C:14](=[O:15])[N:13]([CH2:16][C:17]2[CH:22]=[CH:21][C:20]([O:23][CH3:24])=[CH:19][C:18]=2[O:25][CH3:26])[C@@H:12]1[CH2:27][NH:28][CH2:29][CH2:30][OH:31])[C:2]1[CH:7]=[CH:6][CH:5]=[CH:4][CH:3]=1.C1N=CN([C:38](N2C=NC=C2)=[O:39])C=1. Product: [CH2:1]([O:8][C:9](=[O:32])[NH:10][C@H:11]1[C@@H:12]([CH2:27][N:28]2[CH2:29][CH2:30][O:31][C:38]2=[O:39])[N:13]([CH2:16][C:17]2[CH:22]=[CH:21][C:20]([O:23][CH3:24])=[CH:19][C:18]=2[O:25][CH3:26])[C:14]1=[O:15])[C:2]1[CH:7]=[CH:6][CH:5]=[CH:4][CH:3]=1. The catalyst class is: 22. (7) Reactant: [Cl:1][C:2]1[CH:7]=[CH:6][C:5]([S:8][C:9]2[C:17]3[C:12](=[N:13][CH:14]=[CH:15][CH:16]=3)[NH:11][C:10]=2[C:18]2[CH:27]=[CH:26][C:21]3[O:22][CH2:23][CH2:24][O:25][C:20]=3[CH:19]=2)=[CH:4][CH:3]=1.[C:28](=O)([O-])[O-].[K+].[K+].IC. Product: [Cl:1][C:2]1[CH:7]=[CH:6][C:5]([S:8][C:9]2[C:17]3[C:12](=[N:13][CH:14]=[CH:15][CH:16]=3)[N:11]([CH3:28])[C:10]=2[C:18]2[CH:27]=[CH:26][C:21]3[O:22][CH2:23][CH2:24][O:25][C:20]=3[CH:19]=2)=[CH:4][CH:3]=1. The catalyst class is: 9.